From a dataset of Catalyst prediction with 721,799 reactions and 888 catalyst types from USPTO. Predict which catalyst facilitates the given reaction. (1) Reactant: [N:1]1[CH:6]=[CH:5][CH:4]=[C:3]([C:7]([N:9]2[CH2:26][CH2:25][C:12]3([CH2:17][CH2:16][N:15](C(OC(C)(C)C)=O)[CH2:14][CH2:13]3)[CH2:11][CH2:10]2)=[O:8])[CH:2]=1. Product: [N:1]1[CH:6]=[CH:5][CH:4]=[C:3]([C:7]([N:9]2[CH2:10][CH2:11][C:12]3([CH2:17][CH2:16][NH:15][CH2:14][CH2:13]3)[CH2:25][CH2:26]2)=[O:8])[CH:2]=1. The catalyst class is: 55. (2) Reactant: FC(F)(F)C(O)=O.[CH2:8]([NH:10][C:11](=[O:40])[NH:12][C:13]1[CH:18]=[CH:17][C:16]([C:19]2[N:20]=[C:21]([N:33]3[CH2:38][CH2:37][O:36][CH2:35][C@@H:34]3[CH3:39])[C:22]3[CH2:27][N:26]([C:28]([O:30][CH2:31][CH3:32])=[O:29])[CH2:25][C:23]=3[N:24]=2)=[CH:15][CH:14]=1)[CH3:9].FC(F)(F)C(O)=O.CCN(C(C)C)C(C)C.ClC(OCC)=O. Product: [CH2:8]([NH:10][C:11](=[O:40])[NH:12][C:13]1[CH:14]=[CH:15][C:16]([C:19]2[N:20]=[C:21]([N:33]3[CH2:38][CH2:37][O:36][CH2:35][C@@H:34]3[CH3:39])[C:22]3[CH2:27][N:26]([C:28]([O:30][CH2:31][CH3:32])=[O:29])[CH2:25][C:23]=3[N:24]=2)=[CH:17][CH:18]=1)[CH3:9]. The catalyst class is: 12. (3) Reactant: [C:1]([C:5]1[N:10]=[C:9]([O:11][CH2:12][CH3:13])[C:8]([C:14]2[N:15]([C:35](Cl)=[O:36])[C:16]([C:28]3[CH:33]=[CH:32][C:31]([Cl:34])=[CH:30][CH:29]=3)([CH3:27])[C:17]([C:20]3[CH:25]=[CH:24][C:23]([Cl:26])=[CH:22][CH:21]=3)([CH3:19])[N:18]=2)=[CH:7][N:6]=1)([CH3:4])([CH3:3])[CH3:2].C(N(CC)CC)C.Cl.Cl.[N:47]1([CH2:53][C:54]([NH2:56])=[O:55])[CH2:52][CH2:51][NH:50][CH2:49][CH2:48]1. Product: [C:1]([C:5]1[N:10]=[C:9]([O:11][CH2:12][CH3:13])[C:8]([C:14]2[N:15]([C:35]([N:50]3[CH2:51][CH2:52][N:47]([CH2:53][C:54]([NH2:56])=[O:55])[CH2:48][CH2:49]3)=[O:36])[C@@:16]([C:28]3[CH:29]=[CH:30][C:31]([Cl:34])=[CH:32][CH:33]=3)([CH3:27])[C@@:17]([C:20]3[CH:25]=[CH:24][C:23]([Cl:26])=[CH:22][CH:21]=3)([CH3:19])[N:18]=2)=[CH:7][N:6]=1)([CH3:4])([CH3:2])[CH3:3]. The catalyst class is: 4. (4) Reactant: [O:1]=[C:2]1[NH:7][C:6]([S-:8])=[N:5][CH:4]=[C:3]1[O:9][CH:10]1[CH2:15][CH2:14][CH2:13][CH2:12][O:11]1.[Na+].O1CCOCC1.Br[CH2:24][CH:25]1[CH2:27][CH2:26]1. Product: [CH:25]1([CH2:24][S:8][C:6]2[NH:7][C:2](=[O:1])[C:3]([O:9][CH:10]3[CH2:15][CH2:14][CH2:13][CH2:12][O:11]3)=[CH:4][N:5]=2)[CH2:27][CH2:26]1. The catalyst class is: 6. (5) Reactant: [F:1][CH2:2][C:3](=[O:34])[CH:4]([NH:9][C:10]([CH:12]1[CH2:17][CH2:16][CH2:15][CH2:14][N:13]1[C:18]([N:20]1[C:33]2[CH:32]=[CH:31][CH:30]=[CH:29][C:28]=2[S:27][C:26]2[C:21]1=[CH:22][CH:23]=[CH:24][CH:25]=2)=[O:19])=[O:11])[CH2:5][C:6]([OH:8])=O.N=C=N.[CH2:38]([NH:40][CH2:41][CH3:42])[CH3:39]. Product: [CH2:38]([N:40]([CH2:41][CH3:42])[C:6](=[O:8])[CH2:5][CH:4]([NH:9][C:10]([CH:12]1[CH2:17][CH2:16][CH2:15][CH2:14][N:13]1[C:18]([N:20]1[C:21]2[CH:22]=[CH:23][CH:24]=[CH:25][C:26]=2[S:27][C:28]2[C:33]1=[CH:32][CH:31]=[CH:30][CH:29]=2)=[O:19])=[O:11])[C:3](=[O:34])[CH2:2][F:1])[CH3:39]. The catalyst class is: 2. (6) Reactant: C([O:3][C:4](=[O:36])[C:5]([CH3:35])([O:7][C:8]1[CH:13]=[CH:12][C:11]([S:14][CH2:15][CH2:16][C:17]2[N:18]=[C:19]([C:23]3[CH:28]=[CH:27][C:26]([C:29]4[CH:34]=[CH:33][CH:32]=[CH:31][CH:30]=4)=[CH:25][CH:24]=3)[O:20][C:21]=2[CH3:22])=[CH:10][CH:9]=1)[CH3:6])C.[OH-].[Na+].Cl. Product: [C:26]1([C:29]2[CH:34]=[CH:33][CH:32]=[CH:31][CH:30]=2)[CH:25]=[CH:24][C:23]([C:19]2[O:20][C:21]([CH3:22])=[C:17]([CH2:16][CH2:15][S:14][C:11]3[CH:12]=[CH:13][C:8]([O:7][C:5]([CH3:35])([CH3:6])[C:4]([OH:36])=[O:3])=[CH:9][CH:10]=3)[N:18]=2)=[CH:28][CH:27]=1. The catalyst class is: 14.